Predict the reaction yield, written as a fraction of the theoretical maximum amount of product (1.0 means a 100% yield; for example, 0.34 means a 34% yield). From a dataset of Reaction yield outcomes from USPTO patents with 853,638 reactions. (1) The reactants are [N+:1]([C:4]1[CH:5]=[C:6]2[C:10](=[CH:11][CH:12]=1)[NH:9][CH:8]=[C:7]2[C:13]1[CH2:18][CH2:17][C:16](=O)[CH2:15][CH:14]=1)([O-:3])=[O:2].Cl.[CH3:21][NH:22][CH3:23].CC(O)=O.[BH-](OC(C)=O)(OC(C)=O)OC(C)=O.[Na+]. The catalyst is ClCCCl.[OH-].[Na+]. The product is [CH3:21][N:22]([CH3:23])[CH:16]1[CH2:17][CH2:18][C:13]([C:7]2[C:6]3[C:10](=[CH:11][CH:12]=[C:4]([N+:1]([O-:3])=[O:2])[CH:5]=3)[NH:9][CH:8]=2)=[CH:14][CH2:15]1. The yield is 0.660. (2) The reactants are [C:1]([O:5][C:6]([N:8]1[CH2:13][CH2:12][C:11](=[O:14])[CH2:10][CH2:9]1)=[O:7])([CH3:4])([CH3:3])[CH3:2].[CH3:15][Si:16](Cl)([CH3:18])[CH3:17].C(N(CC)CC)C. The catalyst is CN(C)C=O.O.CCCCCCC. The product is [C:1]([O:5][C:6]([N:8]1[CH2:9][CH:10]=[C:11]([O:14][Si:16]([CH3:18])([CH3:17])[CH3:15])[CH2:12][CH2:13]1)=[O:7])([CH3:4])([CH3:2])[CH3:3]. The yield is 0.820. (3) The reactants are [O:1]=[C:2]1[NH:7][C:6]2[CH:8]=[C:9]([CH2:12][N:13]3[CH2:18][CH2:17][N:16]([C:19]4[CH:27]=[CH:26][C:22]([C:23](O)=[O:24])=[CH:21][N:20]=4)[CH2:15][CH2:14]3)[CH:10]=[N:11][C:5]=2[N:4]2[CH2:28][CH2:29][CH2:30][CH2:31][C@@H:3]12.[CH2:32]([N:34](C(C)C)C(C)C)C.Cl.CN. The catalyst is CN(C=O)C. The product is [CH3:32][NH:34][C:23](=[O:24])[C:22]1[CH:26]=[CH:27][C:19]([N:16]2[CH2:15][CH2:14][N:13]([CH2:12][C:9]3[CH:10]=[N:11][C:5]4[N:4]5[CH2:28][CH2:29][CH2:30][CH2:31][C@H:3]5[C:2](=[O:1])[NH:7][C:6]=4[CH:8]=3)[CH2:18][CH2:17]2)=[N:20][CH:21]=1. The yield is 0.300. (4) The reactants are [CH:1]1([CH2:7][CH2:8][CH2:9][C@@H:10]([C:19]2[O:23][N:22]=[C:21]([CH2:24]OS(C3C=CC(C)=CC=3)(=O)=O)[N:20]=2)[CH2:11][C:12]([O:14][C:15]([CH3:18])([CH3:17])[CH3:16])=[O:13])[CH2:6][CH2:5][CH2:4][CH2:3][CH2:2]1.[NH3:36]. The catalyst is C1COCC1.CCOC(C)=O. The product is [NH2:36][CH2:24][C:21]1[N:20]=[C:19]([C@H:10]([CH2:9][CH2:8][CH2:7][CH:1]2[CH2:6][CH2:5][CH2:4][CH2:3][CH2:2]2)[CH2:11][C:12]([O:14][C:15]([CH3:18])([CH3:17])[CH3:16])=[O:13])[O:23][N:22]=1. The yield is 0.940. (5) The reactants are [Cl:1][C:2]1[CH:7]=[C:6]([Cl:8])[CH:5]=[CH:4][C:3]=1[CH:9]([N:11]1[C:15]([CH:16]=O)=[CH:14][C:13]([O:18][CH:19]([CH3:21])[CH3:20])=[N:12]1)[CH3:10].C(OP([CH2:30][C:31]([O:33][CH2:34][CH3:35])=[O:32])(OCC)=O)C.[H-].[Na+].O. The catalyst is O1CCCC1.CN(C)C=O. The product is [Cl:1][C:2]1[CH:7]=[C:6]([Cl:8])[CH:5]=[CH:4][C:3]=1[CH:9]([N:11]1[C:15]([CH:16]=[CH:30][C:31]([O:33][CH2:34][CH3:35])=[O:32])=[CH:14][C:13]([O:18][CH:19]([CH3:21])[CH3:20])=[N:12]1)[CH3:10]. The yield is 0.960. (6) The reactants are [CH3:1][N:2]1[CH2:7][CH2:6][N:5]([C:8]2[CH:14]=[CH:13][C:11]([NH2:12])=[CH:10][CH:9]=2)[CH2:4][CH2:3]1.Cl[C:16]1[C:17]2[C:22]([N:23]=[C:24]3[C:29]=1[CH:28]=[CH:27][CH:26]=[CH:25]3)=[CH:21][CH:20]=[CH:19][CH:18]=2. The catalyst is Cl.CO. The product is [CH:18]1[C:17]2[C:22](=[N:23][C:24]3[C:29]([C:16]=2[NH:12][C:11]2[CH:13]=[CH:14][C:8]([N:5]4[CH2:4][CH2:3][N:2]([CH3:1])[CH2:7][CH2:6]4)=[CH:9][CH:10]=2)=[CH:28][CH:27]=[CH:26][CH:25]=3)[CH:21]=[CH:20][CH:19]=1. The yield is 0.120. (7) The reactants are Br[C:2]1(Br)[CH2:4][C:3]1(Br)[CH2:5][CH2:6][CH2:7][CH2:8][CH2:9][CH2:10][CH2:11][OH:12].C[Li]. The catalyst is CCOCC. The product is [OH:12][CH2:11][CH2:10][CH2:9][CH2:8][CH2:7][CH2:6][CH2:5][C:3]1[CH2:4][CH:2]=1. The yield is 0.900. (8) The reactants are [Br:1][C:2]1[C:3](=[O:17])[NH:4][C:5](=[O:16])[N:6]([CH2:8][CH2:9][C:10]2[CH:15]=[CH:14][CH:13]=[CH:12][CH:11]=2)[N:7]=1.[CH3:18]C1C=CC=CC=1CCI.C(I)CC1C=CC=CC=1. No catalyst specified. The product is [Br:1][C:2]1[C:3](=[O:17])[NH:4][C:5](=[O:16])[N:6]([CH2:8][CH2:9][C:10]2[CH:15]=[CH:14][CH:13]=[CH:12][C:11]=2[CH3:18])[N:7]=1. The yield is 0.520. (9) The reactants are Br[C:2]1[N:7]=[N:6][C:5]([NH:8][CH2:9][C:10]2[CH:15]=[CH:14][C:13]([Cl:16])=[CH:12][CH:11]=2)=[CH:4][CH:3]=1.C([Li])CCC.Cl[Si](C)(C)CC[Si](Cl)(C)C.C([Li])(C)(C)C.C([Cu])#N.[C:40]([O:44][C:45]([N:47]1[C:51]2=[N:52][CH:53]=[CH:54][CH:55]=[C:50]2[C:49]([CH2:56]Cl)=[CH:48]1)=[O:46])([CH3:43])([CH3:42])[CH3:41]. The catalyst is O1CCCC1.CCCCCC.O. The product is [C:40]([O:44][C:45]([N:47]1[C:51]2=[N:52][CH:53]=[CH:54][CH:55]=[C:50]2[C:49]([CH2:56][C:2]2[N:7]=[N:6][C:5]([NH:8][CH2:9][C:10]3[CH:15]=[CH:14][C:13]([Cl:16])=[CH:12][CH:11]=3)=[CH:4][CH:3]=2)=[CH:48]1)=[O:46])([CH3:43])([CH3:42])[CH3:41]. The yield is 0.238.